Dataset: Forward reaction prediction with 1.9M reactions from USPTO patents (1976-2016). Task: Predict the product of the given reaction. (1) Given the reactants [NH:1]1[C:5]([C:6]2[CH:11]=[CH:10][C:9]([C:12]3[S:13][C:14]4[CH:20]=[C:19]([O:21]C)[CH:18]=[CH:17][C:15]=4[N:16]=3)=[CH:8][CH:7]=2)=[N:4][N:3]=[N:2]1, predict the reaction product. The product is: [NH:1]1[C:5]([C:6]2[CH:11]=[CH:10][C:9]([C:12]3[S:13][C:14]4[CH:20]=[C:19]([OH:21])[CH:18]=[CH:17][C:15]=4[N:16]=3)=[CH:8][CH:7]=2)=[N:4][N:3]=[N:2]1. (2) Given the reactants [N+:1]([C:4]1[CH:9]=[CH:8][C:7]([OH:10])=[CH:6][CH:5]=1)([O-:3])=[O:2].C([O-])([O-])=O.[K+].[K+].Br.[N:18]1[CH:23]=[CH:22][CH:21]=[CH:20][C:19]=1[CH2:24]Br, predict the reaction product. The product is: [N+:1]([C:4]1[CH:9]=[CH:8][C:7]([O:10][CH2:24][C:19]2[CH:20]=[CH:21][CH:22]=[CH:23][N:18]=2)=[CH:6][CH:5]=1)([O-:3])=[O:2]. (3) Given the reactants [N+:1]([C:4]1[CH:5]=[C:6]2[C:10](=[CH:11][CH:12]=1)[NH:9][CH:8]=[CH:7]2)([O-:3])=[O:2].[H-].[Na+].[C:15]1([S:21](Cl)(=[O:23])=[O:22])[CH:20]=[CH:19][CH:18]=[CH:17][CH:16]=1.O, predict the reaction product. The product is: [C:15]1([S:21]([N:9]2[C:10]3[C:6](=[CH:5][C:4]([N+:1]([O-:3])=[O:2])=[CH:12][CH:11]=3)[CH:7]=[CH:8]2)(=[O:23])=[O:22])[CH:20]=[CH:19][CH:18]=[CH:17][CH:16]=1. (4) Given the reactants [CH3:1][N:2]1[C:10]2[C:5](=[CH:6][C:7]([O:11][C:12]3[CH:17]=[CH:16][C:15]([N+:18]([O-:20])=[O:19])=[CH:14][N:13]=3)=[CH:8][CH:9]=2)[CH:4]=[C:3]1[C:21]([N:23]1[CH2:28][CH2:27][NH:26][CH2:25][CH2:24]1)=[O:22].[CH:29](=O)[C:30]1[CH:35]=[CH:34][CH:33]=[CH:32][CH:31]=1.C(O[BH-](OC(=O)C)OC(=O)C)(=O)C.[Na+].C(O)(=O)C, predict the reaction product. The product is: [CH2:29]([N:26]1[CH2:27][CH2:28][N:23]([C:21]([C:3]2[N:2]([CH3:1])[C:10]3[C:5]([CH:4]=2)=[CH:6][C:7]([O:11][C:12]2[CH:17]=[CH:16][C:15]([N+:18]([O-:20])=[O:19])=[CH:14][N:13]=2)=[CH:8][CH:9]=3)=[O:22])[CH2:24][CH2:25]1)[C:30]1[CH:35]=[CH:34][CH:33]=[CH:32][CH:31]=1. (5) Given the reactants [Cl:1][C:2]1[CH:3]=[C:4]([C:12]2[S:16][C:15]([C:17]3[C:18]([CH2:29][CH3:30])=[C:19]([CH:23]4[CH2:28][CH2:27][NH:26][CH2:25][CH2:24]4)[CH:20]=[CH:21][CH:22]=3)=[N:14][N:13]=2)[CH:5]=[CH:6][C:7]=1[O:8][CH:9]([CH3:11])[CH3:10].C1CCN2C(=NCCC2)CC1.[C:42]([O:46]CC)(=[O:45])[CH:43]=[CH2:44].[OH-].[Na+].Cl, predict the reaction product. The product is: [Cl:1][C:2]1[CH:3]=[C:4]([C:12]2[S:16][C:15]([C:17]3[C:18]([CH2:29][CH3:30])=[C:19]([CH:23]4[CH2:28][CH2:27][N:26]([CH2:44][CH2:43][C:42]([OH:46])=[O:45])[CH2:25][CH2:24]4)[CH:20]=[CH:21][CH:22]=3)=[N:14][N:13]=2)[CH:5]=[CH:6][C:7]=1[O:8][CH:9]([CH3:11])[CH3:10]. (6) Given the reactants [CH2:1]([C:3]1[CH:9]=[CH:8][CH:7]=[C:6]([CH2:10][CH3:11])[C:4]=1[NH2:5])[CH3:2].[CH:12](=O)[CH:13]([CH3:15])[CH3:14].O.C1(C)C=CC(S(O)(=O)=O)=CC=1, predict the reaction product. The product is: [CH2:1]([C:3]1[CH:9]=[CH:8][CH:7]=[C:6]([CH2:10][CH3:11])[C:4]=1/[N:5]=[CH:12]/[CH:13]([CH3:15])[CH3:14])[CH3:2]. (7) Given the reactants [OH:1][CH2:2][CH2:3][NH:4][CH2:5][CH2:6][NH:7][CH2:8][CH2:9][OH:10].[C:11]1([CH3:21])[CH:16]=[CH:15][C:14]([S:17](Cl)(=[O:19])=[O:18])=[CH:13][CH:12]=1.Cl, predict the reaction product. The product is: [S:17]([C:6]([S:17]([C:14]1[CH:15]=[CH:16][C:11]([CH3:21])=[CH:12][CH:13]=1)(=[O:19])=[O:18])([NH:7][CH2:8][CH2:9][OH:10])[C:5]([S:17]([C:14]1[CH:15]=[CH:16][C:11]([CH3:21])=[CH:12][CH:13]=1)(=[O:19])=[O:18])([S:17]([C:14]1[CH:15]=[CH:16][C:11]([CH3:21])=[CH:12][CH:13]=1)(=[O:19])=[O:18])[NH:4][CH2:3][CH2:2][OH:1])([C:14]1[CH:15]=[CH:16][C:11]([CH3:21])=[CH:12][CH:13]=1)(=[O:19])=[O:18]. (8) Given the reactants [F:1][C:2]([F:40])([F:39])[C@H:3]([N:26]1[CH2:30][CH2:29][C@H:28]([NH:31]C(=O)OC(C)(C)C)[CH2:27]1)[C:4]1[CH:5]=[CH:6][C:7]2[N:8]([C:10]([C:13]3[CH:22]=[CH:21][C:20]4[C:15](=[CH:16][C:17]([O:24][CH3:25])=[C:18]([F:23])[CH:19]=4)[N:14]=3)=[N:11][N:12]=2)[CH:9]=1, predict the reaction product. The product is: [F:40][C:2]([F:1])([F:39])[C@H:3]([N:26]1[CH2:30][CH2:29][C@H:28]([NH2:31])[CH2:27]1)[C:4]1[CH:5]=[CH:6][C:7]2[N:8]([C:10]([C:13]3[CH:22]=[CH:21][C:20]4[C:15](=[CH:16][C:17]([O:24][CH3:25])=[C:18]([F:23])[CH:19]=4)[N:14]=3)=[N:11][N:12]=2)[CH:9]=1. (9) The product is: [CH:1]1([O:6][CH2:7][C:8]([NH:23][C:15]2[C:14]([CH:11]([CH3:13])[CH3:12])=[C:18]3[N:19]=[CH:20][CH:21]=[CH:22][N:17]3[N:16]=2)=[O:9])[CH2:5][CH2:4][CH2:3][CH2:2]1. Given the reactants [CH:1]1([O:6][CH2:7][C:8](Cl)=[O:9])[CH2:5][CH2:4][CH2:3][CH2:2]1.[CH:11]([C:14]1[C:15]([NH2:23])=[N:16][N:17]2[CH:22]=[CH:21][CH:20]=[N:19][C:18]=12)([CH3:13])[CH3:12].CO, predict the reaction product.